This data is from Peptide-MHC class I binding affinity with 185,985 pairs from IEDB/IMGT. The task is: Regression. Given a peptide amino acid sequence and an MHC pseudo amino acid sequence, predict their binding affinity value. This is MHC class I binding data. (1) The peptide sequence is YKELCDAVY. The MHC is HLA-A30:01 with pseudo-sequence HLA-A30:01. The binding affinity (normalized) is 0. (2) The peptide sequence is VPPTTVKEA. The MHC is Mamu-A01 with pseudo-sequence Mamu-A01. The binding affinity (normalized) is 0. (3) The peptide sequence is YVIGLLPQS. The binding affinity (normalized) is 0.00367. The MHC is HLA-A02:06 with pseudo-sequence HLA-A02:06. (4) The peptide sequence is CTDPYSQMV. The MHC is HLA-B27:05 with pseudo-sequence HLA-B27:05. The binding affinity (normalized) is 0.0847.